This data is from Forward reaction prediction with 1.9M reactions from USPTO patents (1976-2016). The task is: Predict the product of the given reaction. Given the reactants [F:1][C:2]([F:18])([F:17])[C:3]1[CH:8]=[CH:7][C:6]([C:9]2[S:13][C:12]([C:14](=[O:16])[CH3:15])=[CH:11][CH:10]=2)=[CH:5][CH:4]=1.[Cl:19][C:20]1[C:27]([Cl:28])=[C:26]([OH:29])[CH:25]=[CH:24][C:21]=1[CH:22]=O, predict the reaction product. The product is: [Cl:19][C:20]1[C:27]([Cl:28])=[C:26]([OH:29])[CH:25]=[CH:24][C:21]=1[CH:22]=[CH:15][C:14]([C:12]1[S:13][C:9]([C:6]2[CH:5]=[CH:4][C:3]([C:2]([F:17])([F:1])[F:18])=[CH:8][CH:7]=2)=[CH:10][CH:11]=1)=[O:16].